Task: Predict the reactants needed to synthesize the given product.. Dataset: Full USPTO retrosynthesis dataset with 1.9M reactions from patents (1976-2016) (1) Given the product [Cl:1][C:2]1[CH:7]=[C:6]([Cl:8])[CH:5]=[CH:4][C:3]=1[N:9]1[C:14]2=[N:15][C:16]3[CH:21]=[CH:20][CH:19]=[C:18]([CH:22]([OH:23])[CH2:24][CH3:25])[C:17]=3[N:13]2[CH2:12][CH2:11][CH2:10]1, predict the reactants needed to synthesize it. The reactants are: [Cl:1][C:2]1[CH:7]=[C:6]([Cl:8])[CH:5]=[CH:4][C:3]=1[N:9]1[C:14]2=[N:15][C:16]3[C:17](=[C:18]([CH:22]=[O:23])[CH:19]=[CH:20][CH:21]=3)[N:13]2[CH2:12][CH2:11][CH2:10]1.[CH2:24]([Mg]Br)[CH3:25]. (2) The reactants are: [CH3:1][C:2]1[C:10]([C:11](=O)[CH3:12])=[C:5]2[CH:6]=[CH:7][CH:8]=[CH:9][N:4]2[N:3]=1.[CH3:14][Mg]Br. Given the product [C:11]([C:10]1[C:2]([CH3:1])=[N:3][N:4]2[CH:9]=[CH:8][CH:7]=[CH:6][C:5]=12)([CH3:12])=[CH2:14], predict the reactants needed to synthesize it.